Dataset: Catalyst prediction with 721,799 reactions and 888 catalyst types from USPTO. Task: Predict which catalyst facilitates the given reaction. (1) Reactant: C[O:2][C:3](=[O:33])[CH:4]([OH:32])[C:5]1[CH:10]=[CH:9][CH:8]=[CH:7][C:6]=1[C:11]1[CH:31]=[CH:30][C:14]2[NH:15][C:16]([CH2:18][O:19][C:20]3[CH:25]=[CH:24][C:23]([C:26]([F:29])([F:28])[F:27])=[CH:22][CH:21]=3)=[N:17][C:13]=2[CH:12]=1.CO.[OH-].[Li+].Cl. The catalyst class is: 161. Product: [OH:32][CH:4]([C:5]1[CH:10]=[CH:9][CH:8]=[CH:7][C:6]=1[C:11]1[CH:31]=[CH:30][C:14]2[NH:15][C:16]([CH2:18][O:19][C:20]3[CH:25]=[CH:24][C:23]([C:26]([F:28])([F:29])[F:27])=[CH:22][CH:21]=3)=[N:17][C:13]=2[CH:12]=1)[C:3]([OH:33])=[O:2]. (2) Product: [CH3:4][O:5][C:6]1[CH:11]=[C:10]([OH:12])[C:9]([CH:14]2[CH2:19][C:18]([CH3:33])([S:20]([C:23]3[CH:28]=[CH:27][CH:26]=[C:25]([C:29]([F:32])([F:30])[F:31])[CH:24]=3)(=[O:22])=[O:21])[CH2:17][CH2:16][O:15]2)=[CH:8][N:7]=1. Reactant: C[S-].[Na+].[CH3:4][O:5][C:6]1[CH:11]=[C:10]([O:12]C)[C:9]([CH:14]2[CH2:19][C:18]([CH3:33])([S:20]([C:23]3[CH:28]=[CH:27][CH:26]=[C:25]([C:29]([F:32])([F:31])[F:30])[CH:24]=3)(=[O:22])=[O:21])[CH2:17][CH2:16][O:15]2)=[CH:8][N:7]=1.O.Cl. The catalyst class is: 3. (3) Reactant: [C:1]([NH:4][C:5]1[C:14](Cl)=[CH:13][C:12]([C:16]([O:18][CH3:19])=[O:17])=[C:11]2[C:6]=1[CH:7]=[CH:8][CH2:9][O:10]2)(=[O:3])[CH3:2].CCO.CCN(CC)CC. Product: [C:1]([NH:4][C:5]1[CH:14]=[CH:13][C:12]([C:16]([O:18][CH3:19])=[O:17])=[C:11]2[C:6]=1[CH2:7][CH2:8][CH2:9][O:10]2)(=[O:3])[CH3:2]. The catalyst class is: 394. (4) Reactant: [Cl:1][C:2]1[C:3]2[NH:11][CH:10]=[C:9]([CH2:12][C:13]3[C:18]([CH3:19])=[C:17]([O:20][CH3:21])[C:16]([CH3:22])=[CH:15][N:14]=3)[C:4]=2[N:5]=[C:6]([NH2:8])[N:7]=1.[H-].[Na+].I[CH3:26]. Product: [Cl:1][C:2]1[C:3]2[N:11]([CH3:26])[CH:10]=[C:9]([CH2:12][C:13]3[C:18]([CH3:19])=[C:17]([O:20][CH3:21])[C:16]([CH3:22])=[CH:15][N:14]=3)[C:4]=2[N:5]=[C:6]([NH2:8])[N:7]=1. The catalyst class is: 3. (5) Reactant: [Br:1][C:2]1[C:11]([I:12])=[CH:10][CH:9]=[C:8]2[C:3]=1[CH:4]=[CH:5][C:6]([CH2:13]P(=O)(OCC)OCC)=[CH:7]2.[H-].[Na+].[CH:24]([C:26]1[CH:27]=[C:28]([CH:33]=[CH:34][CH:35]=1)[C:29]([O:31][CH3:32])=[O:30])=O. The catalyst class is: 1. Product: [Br:1][C:2]1[C:11]([I:12])=[CH:10][CH:9]=[C:8]2[C:3]=1[CH:4]=[CH:5][C:6](/[CH:13]=[CH:24]/[C:26]1[CH:27]=[C:28]([CH:33]=[CH:34][CH:35]=1)[C:29]([O:31][CH3:32])=[O:30])=[CH:7]2. (6) Product: [CH3:1][C:2]1[O:6][C:5]2[CH:7]=[CH:8][C:9]([N:11]=[C:12]=[S:13])=[CH:10][C:4]=2[CH:3]=1. The catalyst class is: 2. Reactant: [CH3:1][C:2]1[O:6][C:5]2[CH:7]=[CH:8][C:9]([NH2:11])=[CH:10][C:4]=2[CH:3]=1.[C:12](N1C=CN=C1)(N1C=CN=C1)=[S:13].